This data is from Catalyst prediction with 721,799 reactions and 888 catalyst types from USPTO. The task is: Predict which catalyst facilitates the given reaction. (1) Reactant: Cl[C:2]1[N:7]=[CH:6][C:5]([CH2:8][N:9]2[CH:14]=[C:13]([C:15]3[O:19][N:18]=[C:17]([C:20]4[CH:25]=[CH:24][C:23]([C:26]([CH3:32])([CH3:31])[C:27]([F:30])([F:29])[F:28])=[CH:22][CH:21]=4)[N:16]=3)[CH:12]=[CH:11][C:10]2=[O:33])=[CH:4][CH:3]=1.[CH3:34][NH2:35]. The catalyst class is: 8. Product: [CH3:34][NH:35][C:2]1[N:7]=[CH:6][C:5]([CH2:8][N:9]2[CH:14]=[C:13]([C:15]3[O:19][N:18]=[C:17]([C:20]4[CH:25]=[CH:24][C:23]([C:26]([CH3:32])([CH3:31])[C:27]([F:30])([F:29])[F:28])=[CH:22][CH:21]=4)[N:16]=3)[CH:12]=[CH:11][C:10]2=[O:33])=[CH:4][CH:3]=1. (2) Reactant: C(OC([NH:8][C:9]1[S:13][C:12]([C:14]([O:16][CH2:17][CH:18]2[CH2:23][CH2:22][N:21]([CH2:24][C:25]3[S:29][C:28]([C:30]4[CH:35]=[CH:34][CH:33]=[CH:32][N:31]=4)=[N:27][CH:26]=3)[CH2:20][CH2:19]2)=[O:15])=[C:11]([CH3:36])[C:10]=1[C:37]#[N:38])=O)(C)(C)C.[ClH:39]. Product: [ClH:39].[ClH:39].[ClH:39].[NH2:8][C:9]1[S:13][C:12]([C:14]([O:16][CH2:17][CH:18]2[CH2:19][CH2:20][N:21]([CH2:24][C:25]3[S:29][C:28]([C:30]4[CH:35]=[CH:34][CH:33]=[CH:32][N:31]=4)=[N:27][CH:26]=3)[CH2:22][CH2:23]2)=[O:15])=[C:11]([CH3:36])[C:10]=1[C:37]#[N:38]. The catalyst class is: 138. (3) Reactant: [CH3:1][C:2]1[S:6][C:5]2[CH:7]=[C:8]3[C:13](=[C:14]([C:15]4[CH:20]=[C:19]([CH3:21])[C:18]([OH:22])=[C:17]([CH3:23])[CH:16]=4)[C:4]=2[C:3]=1[CH3:24])[CH:12]=[CH:11][CH:10]=[CH:9]3.[C:25](OC(=O)C)(=[O:27])[CH3:26]. Product: [CH3:1][C:2]1[S:6][C:5]2[CH:7]=[C:8]3[C:13](=[C:14]([C:15]4[CH:20]=[C:19]([CH3:21])[C:18]([O:22][C:25](=[O:27])[CH3:26])=[C:17]([CH3:23])[CH:16]=4)[C:4]=2[C:3]=1[CH3:24])[CH:12]=[CH:11][CH:10]=[CH:9]3. The catalyst class is: 17. (4) Reactant: [CH3:1][O:2][C:3]([C:5]1[N:13]=[C:12]2[C:8]([N:9]=[CH:10][N:11]2[C@@H:14]2[CH2:18][C@H:17]([OH:19])[CH:16]=[CH:15]2)=[C:7]([NH:20][CH2:21][CH:22]([C:29]2[CH:34]=[CH:33][CH:32]=[CH:31][CH:30]=2)[C:23]2[CH:28]=[CH:27][CH:26]=[CH:25][CH:24]=2)[N:6]=1)=[O:4].N1C=CC=CC=1.Cl[C:42]([O:44][CH2:45][CH3:46])=[O:43]. Product: [CH3:1][O:2][C:3]([C:5]1[N:13]=[C:12]2[C:8]([N:9]=[CH:10][N:11]2[C@@H:14]2[CH2:18][C@H:17]([O:19][C:42]([O:44][CH2:45][CH3:46])=[O:43])[CH:16]=[CH:15]2)=[C:7]([NH:20][CH2:21][CH:22]([C:29]2[CH:30]=[CH:31][CH:32]=[CH:33][CH:34]=2)[C:23]2[CH:24]=[CH:25][CH:26]=[CH:27][CH:28]=2)[N:6]=1)=[O:4]. The catalyst class is: 7. (5) Reactant: [NH2:1][C:2]1[CH:6]=[C:5]([Br:7])[S:4][C:3]=1[C:8]([NH2:10])=[O:9].[CH3:11][C:12]([CH3:14])=O.O.C1(C)C=CC(S(O)(=O)=O)=CC=1.C(=O)([O-])O.[Na+]. Product: [Br:7][C:5]1[S:4][C:3]2[C:8](=[O:9])[NH:10][C:12]([CH3:14])([CH3:11])[NH:1][C:2]=2[CH:6]=1. The catalyst class is: 15. (6) Reactant: C1([CH:4]2[C@H:12]3[C@:13]([C:17]#[C:18][C:19]4[CH:24]=[CH:23][CH:22]=[C:21]([F:25])[C:20]=4[C@@H:26]([F:30])[C:27]([NH2:29])=[O:28])([OH:16])[CH2:14][CH2:15][C:11]3=[CH:10][C:9]3[N:8]([C:31]4[CH:36]=[CH:35][C:34]([F:37])=[CH:33][CH:32]=4)[N:7]=[CH:6][C:5]2=3)CC1.CCO[C:41]([CH3:43])=O.[CH3:44]CO. Product: [CH:43]1([C@@:12]23[C@@:13]([CH2:17][CH2:18][C:19]4[CH:24]=[CH:23][CH:22]=[C:21]([F:25])[C:20]=4[C@@H:26]([F:30])[C:27]([NH2:29])=[O:28])([OH:16])[CH2:14][CH2:15][C:11]2=[CH:10][C:9]2[N:8]([C:31]4[CH:32]=[CH:33][C:34]([F:37])=[CH:35][CH:36]=4)[N:7]=[CH:6][C:5]=2[CH2:4]3)[CH2:41][CH2:44]1. The catalyst class is: 45. (7) Reactant: [C:1]([O:5][C:6]([NH:8][CH2:9][CH2:10][NH:11][CH2:12][C:13]1[CH:14]=[N:15][C:16]([Cl:19])=[CH:17][CH:18]=1)=[O:7])([CH3:4])([CH3:3])[CH3:2].C(N(C(C)C)CC)(C)C.[CH3:29][O:30][C:31]1[CH:36]=[CH:35][C:34]([CH2:37]Cl)=[CH:33][CH:32]=1. Product: [C:1]([O:5][C:6]([NH:8][CH2:9][CH2:10][N:11]([CH2:12][C:13]1[CH:14]=[N:15][C:16]([Cl:19])=[CH:17][CH:18]=1)[CH2:37][C:34]1[CH:35]=[CH:36][C:31]([O:30][CH3:29])=[CH:32][CH:33]=1)=[O:7])([CH3:4])([CH3:2])[CH3:3]. The catalyst class is: 2.